From a dataset of TCR-epitope binding with 47,182 pairs between 192 epitopes and 23,139 TCRs. Binary Classification. Given a T-cell receptor sequence (or CDR3 region) and an epitope sequence, predict whether binding occurs between them. (1) The epitope is FVDGVPFVV. The TCR CDR3 sequence is CASSQEWASGYYEQFF. Result: 1 (the TCR binds to the epitope). (2) The epitope is TEKSNIIRGW. The TCR CDR3 sequence is CASSLAGVEQFF. Result: 0 (the TCR does not bind to the epitope).